Task: Predict the reactants needed to synthesize the given product.. Dataset: Full USPTO retrosynthesis dataset with 1.9M reactions from patents (1976-2016) Given the product [NH2:5][C:6]1[N:11]=[CH:10][C:9](/[CH:12]=[CH:13]/[C:14]([N:29]([CH3:30])[CH2:28][C:20]2[C:19]([CH3:18])=[C:27]3[C:22](=[CH:23][CH:24]=[CH:25][CH2:26]3)[CH:21]=2)=[O:16])=[CH:8][CH:7]=1, predict the reactants needed to synthesize it. The reactants are: C(Cl)CCl.[NH2:5][C:6]1[N:11]=[CH:10][C:9](/[CH:12]=[CH:13]/[C:14]([OH:16])=O)=[CH:8][CH:7]=1.Cl.[CH3:18][C:19]1[C:27]2[C:22](=[CH:23][CH:24]=[CH:25][CH:26]=2)[CH2:21][C:20]=1[CH2:28][NH:29][CH3:30].C1C=CC2N(O)N=NC=2C=1.O.C(N(CC)CC)C.